This data is from Catalyst prediction with 721,799 reactions and 888 catalyst types from USPTO. The task is: Predict which catalyst facilitates the given reaction. (1) Reactant: [CH2:1]([O:8][CH2:9][CH2:10][N:11](C)[C:12](=O)OC(C)(C)C)[C:2]1[CH:7]=[CH:6][CH:5]=[CH:4][CH:3]=1.C(O)(C(F)(F)F)=O.C([O-])(O)=O.[Na+]. Product: [CH2:1]([O:8][CH2:9][CH2:10][NH:11][CH3:12])[C:2]1[CH:7]=[CH:6][CH:5]=[CH:4][CH:3]=1. The catalyst class is: 2. (2) Reactant: [CH3:1][C:2]([O-:5])(C)C.[K+].[CH2:7]1[C@@H:11]([OH:12])[CH2:10][NH:9][CH2:8]1.[C:13]([O:17][C:18]([N:20]1[CH2:25][CH2:24][CH:23]([C:26]2[C:35]3[C:30](=[CH:31][C:32](F)=[CH:33][CH:34]=3)[N:29]=[CH:28][N:27]=2)[CH2:22][CH2:21]1)=[O:19])([CH3:16])([CH3:15])[CH3:14]. The catalyst class is: 1. Product: [C:13]([O:17][C:18]([N:20]1[CH2:25][CH2:24][CH:23]([C:26]2[C:35]3[C:30](=[CH:31][C:32]([O:12][C@@H:11]4[CH2:7][CH2:8][N:9]([C:2](=[O:5])[CH3:1])[CH2:10]4)=[CH:33][CH:34]=3)[N:29]=[CH:28][N:27]=2)[CH2:22][CH2:21]1)=[O:19])([CH3:16])([CH3:15])[CH3:14]. (3) Reactant: Cl[C:2]1[C:11]([CH3:12])=[C:10]([Cl:13])[C:9]2[C:4](=[CH:5][C:6]([F:15])=[CH:7][C:8]=2[F:14])[N:3]=1.[NH:16]1[C:24]2[C:19](=[C:20](B(O)O)[CH:21]=[CH:22][CH:23]=2)[CH:18]=[CH:17]1.C(=O)([O-])[O-].[K+].[K+]. Product: [Cl:13][C:10]1[C:9]2[C:4](=[CH:5][C:6]([F:15])=[CH:7][C:8]=2[F:14])[N:3]=[C:2]([C:20]2[CH:21]=[CH:22][CH:23]=[C:24]3[C:19]=2[CH:18]=[CH:17][NH:16]3)[C:11]=1[CH3:12]. The catalyst class is: 11. (4) Reactant: [CH3:1][S-:2].[Na+].[CH2:4]([O:11][C:12]([N:14]1[CH2:18][CH2:17][CH2:16][CH:15]1[CH2:19]OS(C)(=O)=O)=[O:13])[C:5]1[CH:10]=[CH:9][CH:8]=[CH:7][CH:6]=1. Product: [CH2:4]([O:11][C:12]([N:14]1[CH2:18][CH2:17][CH2:16][C@H:15]1[CH2:19][S:2][CH3:1])=[O:13])[C:5]1[CH:6]=[CH:7][CH:8]=[CH:9][CH:10]=1. The catalyst class is: 5.